From a dataset of Forward reaction prediction with 1.9M reactions from USPTO patents (1976-2016). Predict the product of the given reaction. (1) Given the reactants [C:1]([C:3]1[CH:8]=[CH:7][CH:6]=[CH:5][C:4]=1[C:9]1[C:10](=[O:29])[N:11]([C:21]2[CH:26]=[CH:25][CH:24]=[C:23]([CH2:27][OH:28])[CH:22]=2)[CH:12]=[C:13]([C:15]2[CH:20]=[CH:19][CH:18]=[CH:17][N:16]=2)[CH:14]=1)#[N:2].[C:30](OC(=O)C)(=[O:32])[CH3:31], predict the reaction product. The product is: [C:1]([C:3]1[CH:8]=[CH:7][CH:6]=[CH:5][C:4]=1[C:9]1[C:10](=[O:29])[N:11]([C:21]2[CH:26]=[CH:25][CH:24]=[C:23]([CH2:27][O:28][C:30](=[O:32])[CH3:31])[CH:22]=2)[CH:12]=[C:13]([C:15]2[CH:20]=[CH:19][CH:18]=[CH:17][N:16]=2)[CH:14]=1)#[N:2]. (2) Given the reactants CO[C@@H]1[C@@H](O[N+]([O-])=O)C[C@H](C(OC)=O)C1.[F:16][CH:17]1[CH:21]([O:22][N+:23]([O-:25])=[O:24])[CH2:20][CH:19]([C:26]([O:28]C)=[O:27])[CH2:18]1, predict the reaction product. The product is: [F:16][CH:17]1[CH:21]([O:22][N+:23]([O-:25])=[O:24])[CH2:20][CH:19]([C:26]([OH:28])=[O:27])[CH2:18]1. (3) Given the reactants [C:1]([O:5][C:6]([N:8]1[CH2:13][CH2:12][CH:11]([N:14]2[C:18]3=[N:19][CH:20]=[N:21][C:22](Cl)=[C:17]3[CH:16]=[N:15]2)[CH2:10][CH2:9]1)=[O:7])([CH3:4])([CH3:3])[CH3:2].[OH:24][C:25]1[CH:30]=[CH:29][C:28]([NH:31][S:32]([CH3:35])(=[O:34])=[O:33])=[C:27]([CH3:36])[CH:26]=1.C(=O)([O-])[O-].[K+].[K+].C(=O)([O-])[O-].[Na+].[Na+], predict the reaction product. The product is: [C:1]([O:5][C:6]([N:8]1[CH2:13][CH2:12][CH:11]([N:14]2[C:18]3=[N:19][CH:20]=[N:21][C:22]([O:24][C:25]4[CH:30]=[CH:29][C:28]([NH:31][S:32]([CH3:35])(=[O:34])=[O:33])=[C:27]([CH3:36])[CH:26]=4)=[C:17]3[CH:16]=[N:15]2)[CH2:10][CH2:9]1)=[O:7])([CH3:4])([CH3:3])[CH3:2]. (4) Given the reactants [CH2:1]([C:3]1[N:13]([CH2:14][C:15]2[CH:29]=[CH:28][C:18]3[NH:19][C:20]4[CH:27]=[CH:26][CH:25]=[CH:24][C:21]=4[CH2:22][CH2:23][C:17]=3[CH:16]=2)[C:6]2=[N:7][C:8]([CH3:12])=[CH:9][C:10]([CH3:11])=[C:5]2[N:4]=1)[CH3:2].[C-:30]#[N:31].[K+].[CH2:33]=O.[OH-].[Na+], predict the reaction product. The product is: [C:30]([CH2:33][N:19]1[C:20]2[CH:27]=[CH:26][CH:25]=[CH:24][C:21]=2[CH2:22][CH2:23][C:17]2[CH:16]=[C:15]([CH2:14][N:13]3[C:6]4=[N:7][C:8]([CH3:12])=[CH:9][C:10]([CH3:11])=[C:5]4[N:4]=[C:3]3[CH2:1][CH3:2])[CH:29]=[CH:28][C:18]1=2)#[N:31].